Dataset: Peptide-MHC class I binding affinity with 185,985 pairs from IEDB/IMGT. Task: Regression. Given a peptide amino acid sequence and an MHC pseudo amino acid sequence, predict their binding affinity value. This is MHC class I binding data. (1) The peptide sequence is AIITPVVFY. The MHC is HLA-A33:01 with pseudo-sequence HLA-A33:01. The binding affinity (normalized) is 0.00876. (2) The peptide sequence is PGDLQTLAL. The MHC is HLA-A11:01 with pseudo-sequence HLA-A11:01. The binding affinity (normalized) is 0. (3) The peptide sequence is QIPSSSPTT. The MHC is HLA-A02:01 with pseudo-sequence HLA-A02:01. The binding affinity (normalized) is 0.0145. (4) The peptide sequence is VPIAWAAAY. The MHC is HLA-B53:01 with pseudo-sequence HLA-B53:01. The binding affinity (normalized) is 0.409. (5) The MHC is HLA-A02:03 with pseudo-sequence HLA-A02:03. The binding affinity (normalized) is 0.0778. The peptide sequence is SKLPNFEEI. (6) The binding affinity (normalized) is 0.00761. The MHC is HLA-A02:02 with pseudo-sequence HLA-A02:02. The peptide sequence is KIQLFSDFT. (7) The peptide sequence is KRLRLIHLL. The MHC is Mamu-A07 with pseudo-sequence Mamu-A07. The binding affinity (normalized) is 0.0982. (8) The peptide sequence is DVMLVTLPV. The MHC is HLA-A33:01 with pseudo-sequence HLA-A33:01. The binding affinity (normalized) is 0.182. (9) The peptide sequence is RRAARAEYL. The MHC is HLA-A02:01 with pseudo-sequence HLA-A02:01. The binding affinity (normalized) is 0. (10) The peptide sequence is KVVVSSCTR. The MHC is Mamu-B6601 with pseudo-sequence Mamu-B6601. The binding affinity (normalized) is 0.106.